Dataset: Reaction yield outcomes from USPTO patents with 853,638 reactions. Task: Predict the reaction yield, written as a fraction of the theoretical maximum amount of product (1.0 means a 100% yield; for example, 0.34 means a 34% yield). The reactants are [NH2:1][C:2]1[CH:7]=[CH:6][C:5]([OH:8])=[C:4]([C:9]2[N:13]([CH3:14])[N:12]=[CH:11][CH:10]=2)[CH:3]=1.Br[CH2:16][CH2:17][NH:18][C:19](=[O:25])[O:20][C:21]([CH3:24])([CH3:23])[CH3:22].C(=O)([O-])[O-].[K+].[K+]. The catalyst is CC(C)=O. The product is [NH2:1][C:2]1[CH:7]=[CH:6][C:5]([O:8][CH2:16][CH2:17][NH:18][C:19](=[O:25])[O:20][C:21]([CH3:24])([CH3:23])[CH3:22])=[C:4]([C:9]2[N:13]([CH3:14])[N:12]=[CH:11][CH:10]=2)[CH:3]=1. The yield is 0.291.